Dataset: Forward reaction prediction with 1.9M reactions from USPTO patents (1976-2016). Task: Predict the product of the given reaction. (1) Given the reactants [C:1]([O:5][C:6](=[O:24])[NH:7][C:8]1[CH:13]=[CH:12][C:11]([C:14]#[C:15][C:16]2[CH:21]=[CH:20][C:19]([F:22])=[CH:18][CH:17]=2)=[CH:10][C:9]=1[NH2:23])([CH3:4])([CH3:3])[CH3:2].[N:25]1([C:30]2[CH:35]=[C:34]([C:36]3[O:41]C(C)(C)[O:39][C:38](=O)[CH:37]=3)[CH:33]=[CH:32][N:31]=2)[CH:29]=[CH:28][N:27]=[CH:26]1, predict the reaction product. The product is: [C:1]([O:5][C:6](=[O:24])[NH:7][C:8]1[CH:13]=[CH:12][C:11]([C:14]#[C:15][C:16]2[CH:17]=[CH:18][C:19]([F:22])=[CH:20][CH:21]=2)=[CH:10][C:9]=1[NH:23][C:38](=[O:39])[CH2:37][C:36]([C:34]1[CH:33]=[CH:32][N:31]=[C:30]([N:25]2[CH:29]=[CH:28][N:27]=[CH:26]2)[CH:35]=1)=[O:41])([CH3:4])([CH3:2])[CH3:3]. (2) The product is: [Cl:23][C:24]1[CH:33]=[CH:32][C:31]([F:34])=[CH:30][C:25]=1[C:26]1[O:1][C:2]2[C:3]([C:20](=[O:22])[CH:21]=1)=[C:4]([O:18][CH3:19])[CH:5]=[C:6]([O:16][CH3:17])[C:7]=2[C@@H:8]1[CH2:12][CH2:11][N:10]([CH3:13])[C@H:9]1[CH2:14][OH:15]. Given the reactants [OH:1][C:2]1[C:7]([C@@H:8]2[CH2:12][CH2:11][N:10]([CH3:13])[C@H:9]2[CH2:14][OH:15])=[C:6]([O:16][CH3:17])[CH:5]=[C:4]([O:18][CH3:19])[C:3]=1[C:20](=[O:22])[CH3:21].[Cl:23][C:24]1[CH:33]=[CH:32][C:31]([F:34])=[CH:30][C:25]=1[C:26](OC)=O.[H-].[Na+], predict the reaction product.